From a dataset of M1 muscarinic receptor antagonist screen with 61,756 compounds. Binary Classification. Given a drug SMILES string, predict its activity (active/inactive) in a high-throughput screening assay against a specified biological target. (1) The molecule is S(c1n(c2c(n(c(=O)n(c2=O)C)C)n1)Cc1cc(OCC)c(OCC)cc1)CCCCC#N. The result is 0 (inactive). (2) The drug is O1C23C(C(C1C=C3)C(OC)=O)C(=O)N(C2)c1ccc(cc1)CC. The result is 0 (inactive). (3) The drug is O=C1N(C(=O)C2C1C1CC2C=C1)CCC(=O)NCCc1ccccc1. The result is 0 (inactive). (4) The compound is Brc1oc(C2Nc3c4c(N2)cccc4ccc3)cc1. The result is 0 (inactive). (5) The compound is Clc1cc(NC(=O)N(CCCN2CCOCC2)Cc2cc(OC)c(OC)cc2)ccc1. The result is 0 (inactive). (6) The compound is S(=O)(=O)(N1CC(CCC1)C(=O)Nc1cc(c(cc1)C)C)c1[nH]cnc1. The result is 0 (inactive).